Dataset: Reaction yield outcomes from USPTO patents with 853,638 reactions. Task: Predict the reaction yield, written as a fraction of the theoretical maximum amount of product (1.0 means a 100% yield; for example, 0.34 means a 34% yield). (1) The reactants are [NH:1]1[C:9]2[C:4](=[CH:5][C:6]([NH:10][C:11]3[C:12]4[C:19]5[CH2:20][CH2:21][CH:22]([CH2:24][OH:25])[CH2:23][C:18]=5[S:17][C:13]=4[N:14]=[CH:15][N:16]=3)=[CH:7][CH:8]=2)[CH:3]=[N:2]1.O1CCCC1.[P:31]([N:47]=[N+:48]=[N-:49])(=[O:46])([O:39][C:40]1[CH:45]=[CH:44][CH:43]=[CH:42][CH:41]=1)[O:32][C:33]1[CH:38]=[CH:37][CH:36]=[CH:35][CH:34]=1.N1CCCN2CCCCCC=12. The catalyst is O. The product is [N:47]([CH2:24][CH:22]1[CH2:21][CH2:20][C:19]2[C:12]3[C:11]([NH:10][C:6]4[CH:5]=[C:4]5[C:9](=[CH:8][CH:7]=4)[NH:1][N:2]=[CH:3]5)=[N:16][CH:15]=[N:14][C:13]=3[S:17][C:18]=2[CH2:23]1)=[N+:48]=[N-:49].[P:31]([O:32][C:33]1[CH:34]=[CH:35][CH:36]=[CH:37][CH:38]=1)([O:39][C:40]1[CH:41]=[CH:42][CH:43]=[CH:44][CH:45]=1)([O:25][CH2:24][CH:22]1[CH2:21][CH2:20][C:19]2[C:12]3[C:11]([NH:10][C:6]4[CH:5]=[C:4]5[C:9](=[CH:8][CH:7]=4)[NH:1][N:2]=[CH:3]5)=[N:16][CH:15]=[N:14][C:13]=3[S:17][C:18]=2[CH2:23]1)=[O:46]. The yield is 0.270. (2) The reactants are [Cl:1][C:2]1[CH:11]=[C:10]([C:12]([NH:14][CH2:15][C:16]2[C:24]3[N:23]=[CH:22][N:21](C(OC(C)(C)C)=O)[C:20]=3[CH:19]=[CH:18][CH:17]=2)=[O:13])[CH:9]=[CH:8][C:3]=1[C:4]([O:6]C)=[O:5]. The catalyst is CO.[OH-].[Li+]. The product is [Cl:1][C:2]1[CH:11]=[C:10]([C:12]([NH:14][CH2:15][C:16]2[C:24]3[NH:23][CH:22]=[N:21][C:20]=3[CH:19]=[CH:18][CH:17]=2)=[O:13])[CH:9]=[CH:8][C:3]=1[C:4]([OH:6])=[O:5]. The yield is 0.860. (3) The reactants are [CH3:1][C:2]1([CH3:26])[NH:7][CH2:6][CH2:5][N:4]([CH2:8][C:9]2[CH:14]=[CH:13][C:12]([N:15]3[CH2:20][CH2:19][O:18][CH2:17][CH2:16]3)=[CH:11][C:10]=2[O:21][C:22]([F:25])([F:24])[F:23])[CH2:3]1.[C:27](=O)([O:36]N1C(=O)CCC1=O)[O:28][N:29]1[C:33](=[O:34])[CH2:32][CH2:31][C:30]1=[O:35].C(N(CC)CC)C. The catalyst is C(#N)C. The product is [CH3:1][C:2]1([CH3:26])[CH2:3][N:4]([CH2:8][C:9]2[CH:14]=[CH:13][C:12]([N:15]3[CH2:16][CH2:17][O:18][CH2:19][CH2:20]3)=[CH:11][C:10]=2[O:21][C:22]([F:25])([F:23])[F:24])[CH2:5][CH2:6][N:7]1[C:27]([O:28][N:29]1[C:33](=[O:34])[CH2:32][CH2:31][C:30]1=[O:35])=[O:36]. The yield is 0.400. (4) The reactants are I[C:2]1[CH:8]=[C:7]([N+:9]([O-:11])=[O:10])[CH:6]=[CH:5][C:3]=1[NH2:4].[C:12]([C:14]1[CH:19]=[CH:18][CH:17]=[CH:16][N:15]=1)#[CH:13]. The catalyst is CN(C=O)C.CCN(CC)CC.O.Cl[Pd](Cl)([P](C1C=CC=CC=1)(C1C=CC=CC=1)C1C=CC=CC=1)[P](C1C=CC=CC=1)(C1C=CC=CC=1)C1C=CC=CC=1.[Cu]I. The product is [N+:9]([C:7]1[CH:6]=[CH:5][C:3]([NH2:4])=[C:2]([C:13]#[C:12][C:14]2[CH:19]=[CH:18][CH:17]=[CH:16][N:15]=2)[CH:8]=1)([O-:11])=[O:10]. The yield is 0.600.